Dataset: CYP2C19 inhibition data for predicting drug metabolism from PubChem BioAssay. Task: Regression/Classification. Given a drug SMILES string, predict its absorption, distribution, metabolism, or excretion properties. Task type varies by dataset: regression for continuous measurements (e.g., permeability, clearance, half-life) or binary classification for categorical outcomes (e.g., BBB penetration, CYP inhibition). Dataset: cyp2c19_veith. (1) The compound is CC(C)c1ccc2c(c1)C(c1ccc(N3CCOCC3)cc1)=NNC(c1cccs1)=N2. The result is 1 (inhibitor). (2) The compound is O=C(c1cc(-c2ccccc2)nc2ccccc12)N1CCC2(CC1)OCCO2. The result is 1 (inhibitor). (3) The drug is CN1[C@H]2CC[C@@H]1CC(OC(=O)c1c[nH]c3ccccc13)C2. The result is 0 (non-inhibitor). (4) The compound is CCC(NC(=O)c1ccccc1NC(=O)c1ccco1)C(=O)NC1CCCCC1. The result is 1 (inhibitor). (5) The molecule is C[N+](C)(C)CCOC(=O)CCC(=O)OCC[N+](C)(C)C. The result is 0 (non-inhibitor).